From a dataset of Reaction yield outcomes from USPTO patents with 853,638 reactions. Predict the reaction yield, written as a fraction of the theoretical maximum amount of product (1.0 means a 100% yield; for example, 0.34 means a 34% yield). (1) The reactants are C(OC([NH:8][C@H:9]([C:32]([OH:34])=[O:33])[CH2:10][CH2:11][CH2:12][CH2:13][NH:14][C:15]([O:17][CH2:18][CH:19]1[C:31]2[CH:30]=[CH:29][CH:28]=[CH:27][C:26]=2[C:25]2[C:20]1=[CH:21][CH:22]=[CH:23][CH:24]=2)=[O:16])=O)(C)(C)C.C(O)(C(F)(F)F)=O.C(Cl)Cl.FC(F)(F)C([O-])=O.[Br:52][C:53]1[CH:58]=[CH:57][C:56]([S:59](Cl)(=[O:61])=[O:60])=[CH:55][CH:54]=1. No catalyst specified. The product is [Br:52][C:53]1[CH:58]=[CH:57][C:56]([S:59]([NH:8][C@H:9]([C:32]([OH:34])=[O:33])[CH2:10][CH2:11][CH2:12][CH2:13][NH:14][C:15]([O:17][CH2:18][CH:19]2[C:20]3[CH:21]=[CH:22][CH:23]=[CH:24][C:25]=3[C:26]3[C:31]2=[CH:30][CH:29]=[CH:28][CH:27]=3)=[O:16])(=[O:61])=[O:60])=[CH:55][CH:54]=1. The yield is 0.650. (2) The reactants are [F:1][C:2]([F:17])([F:16])[C:3]([OH:15])([C:11]([F:14])([F:13])[F:12])[CH2:4]/[CH:5]=[CH:6]/[C:7]([O:9][CH3:10])=[O:8]. The catalyst is [Pd].C(OCC)(=O)C. The product is [F:1][C:2]([F:16])([F:17])[C:3]([OH:15])([C:11]([F:13])([F:14])[F:12])[CH2:4][CH2:5][CH2:6][C:7]([O:9][CH3:10])=[O:8]. The yield is 0.910. (3) The reactants are [Si]([O:8][CH2:9][CH:10]1[CH2:32][C:31]2[C:12](=[CH:13][C:14]3[N+:19]([O-:20])=[N:18][C:17]([CH2:21][CH2:22][CH2:23][N:24]4[CH2:29][CH2:28][O:27][CH2:26][CH2:25]4)=[N:16][C:15]=3[CH:30]=2)[CH2:11]1)(C(C)(C)C)(C)C.Cl. The catalyst is CO. The product is [N:24]1([CH2:23][CH2:22][CH2:21][C:17]2[N:18]=[N+:19]([O-:20])[C:14]3[CH:13]=[C:12]4[C:31]([CH2:32][CH:10]([CH2:9][OH:8])[CH2:11]4)=[CH:30][C:15]=3[N:16]=2)[CH2:29][CH2:28][O:27][CH2:26][CH2:25]1. The yield is 0.880. (4) The yield is 0.910. The reactants are [NH2:1][C:2]1[C:3](=[O:17])[N:4]([CH2:9][C:10]([O:12][C:13]([CH3:16])([CH3:15])[CH3:14])=[O:11])[C:5]([CH3:8])=[CH:6][CH:7]=1.CN1CCOCC1.[CH3:25][C:26]1[CH:27]=[C:28]([S:32](Cl)(=[O:34])=[O:33])[CH:29]=[CH:30][CH:31]=1. The product is [CH3:25][C:26]1[CH:27]=[C:28]([S:32]([NH:1][C:2]2[C:3](=[O:17])[N:4]([CH2:9][C:10]([O:12][C:13]([CH3:16])([CH3:15])[CH3:14])=[O:11])[C:5]([CH3:8])=[CH:6][CH:7]=2)(=[O:34])=[O:33])[CH:29]=[CH:30][CH:31]=1. The catalyst is C(Cl)Cl.